Dataset: NCI-60 drug combinations with 297,098 pairs across 59 cell lines. Task: Regression. Given two drug SMILES strings and cell line genomic features, predict the synergy score measuring deviation from expected non-interaction effect. (1) Drug 1: CN(C)N=NC1=C(NC=N1)C(=O)N. Drug 2: CN1C(=O)N2C=NC(=C2N=N1)C(=O)N. Cell line: T-47D. Synergy scores: CSS=-5.21, Synergy_ZIP=2.16, Synergy_Bliss=-1.29, Synergy_Loewe=-7.14, Synergy_HSA=-5.63. (2) Drug 1: CCCCC(=O)OCC(=O)C1(CC(C2=C(C1)C(=C3C(=C2O)C(=O)C4=C(C3=O)C=CC=C4OC)O)OC5CC(C(C(O5)C)O)NC(=O)C(F)(F)F)O. Drug 2: CC=C1C(=O)NC(C(=O)OC2CC(=O)NC(C(=O)NC(CSSCCC=C2)C(=O)N1)C(C)C)C(C)C. Cell line: LOX IMVI. Synergy scores: CSS=68.7, Synergy_ZIP=4.60, Synergy_Bliss=4.28, Synergy_Loewe=4.52, Synergy_HSA=7.12. (3) Synergy scores: CSS=33.3, Synergy_ZIP=-3.03, Synergy_Bliss=-1.20, Synergy_Loewe=-57.1, Synergy_HSA=0.103. Cell line: CCRF-CEM. Drug 1: CC1=CC2C(CCC3(C2CCC3(C(=O)C)OC(=O)C)C)C4(C1=CC(=O)CC4)C. Drug 2: CC1=C(C(=O)C2=C(C1=O)N3CC4C(C3(C2COC(=O)N)OC)N4)N. (4) Drug 1: C1=CC(=CC=C1CCCC(=O)O)N(CCCl)CCCl. Drug 2: CC1=C(C(=CC=C1)Cl)NC(=O)C2=CN=C(S2)NC3=CC(=NC(=N3)C)N4CCN(CC4)CCO. Cell line: HT29. Synergy scores: CSS=26.8, Synergy_ZIP=-8.80, Synergy_Bliss=1.20, Synergy_Loewe=-1.94, Synergy_HSA=3.83. (5) Drug 1: CN(C)C1=NC(=NC(=N1)N(C)C)N(C)C. Drug 2: CC(C1=C(C=CC(=C1Cl)F)Cl)OC2=C(N=CC(=C2)C3=CN(N=C3)C4CCNCC4)N. Cell line: HL-60(TB). Synergy scores: CSS=-0.335, Synergy_ZIP=-4.05, Synergy_Bliss=-7.40, Synergy_Loewe=-33.8, Synergy_HSA=-13.6.